From a dataset of Reaction yield outcomes from USPTO patents with 853,638 reactions. Predict the reaction yield, written as a fraction of the theoretical maximum amount of product (1.0 means a 100% yield; for example, 0.34 means a 34% yield). (1) The reactants are [Si:1]([O:8][CH:9]1[CH2:12][N:11]([C:13]([C:15]2[S:23][C:22]3[C:17](=[N:18][CH:19]=[CH:20][C:21]=3Cl)[CH:16]=2)=[O:14])[CH2:10]1)([C:4]([CH3:7])([CH3:6])[CH3:5])([CH3:3])[CH3:2].[F:25][C:26]1[CH:31]=[C:30]([N+:32]([O-:34])=[O:33])[CH:29]=[CH:28][C:27]=1[OH:35].C([O-])([O-])=O.[K+].[K+].O(C1C=CC=CC=1)C1C=CC=CC=1. The catalyst is C(Cl)Cl. The product is [Si:1]([O:8][CH:9]1[CH2:12][N:11]([C:13]([C:15]2[S:23][C:22]3[C:17](=[N:18][CH:19]=[CH:20][C:21]=3[O:35][C:27]3[CH:28]=[CH:29][C:30]([N+:32]([O-:34])=[O:33])=[CH:31][C:26]=3[F:25])[CH:16]=2)=[O:14])[CH2:10]1)([C:4]([CH3:7])([CH3:6])[CH3:5])([CH3:3])[CH3:2]. The yield is 0.340. (2) The reactants are [Cl-].O[NH3+:3].[C:4](=[O:7])([O-])[OH:5].[Na+].CS(C)=O.[O:13]1[C:17]2([CH2:22][CH2:21][N:20]([C:23]3[CH:28]=[CH:27][C:26]([N:29]4[C:34](=[O:35])[C:33]([CH2:36][C:37]5[CH:42]=[CH:41][C:40]([C:43]6[C:44]([C:49]#[N:50])=[CH:45][CH:46]=[CH:47][CH:48]=6)=[CH:39][CH:38]=5)=[C:32]([CH2:51][CH2:52][CH3:53])[N:31]=[C:30]4[CH2:54][CH3:55])=[CH:25][CH:24]=3)[CH2:19][CH2:18]2)[O:16][CH2:15][CH2:14]1. The catalyst is O. The product is [O:13]1[C:17]2([CH2:22][CH2:21][N:20]([C:23]3[CH:24]=[CH:25][C:26]([N:29]4[C:34](=[O:35])[C:33]([CH2:36][C:37]5[CH:42]=[CH:41][C:40]([C:43]6[CH:48]=[CH:47][CH:46]=[CH:45][C:44]=6[C:49]6[NH:3][C:4](=[O:7])[O:5][N:50]=6)=[CH:39][CH:38]=5)=[C:32]([CH2:51][CH2:52][CH3:53])[N:31]=[C:30]4[CH2:54][CH3:55])=[CH:27][CH:28]=3)[CH2:19][CH2:18]2)[O:16][CH2:15][CH2:14]1. The yield is 0.380. (3) The reactants are [CH3:1][C:2]([CH3:31])([CH3:30])[CH2:3][C:4]([NH:6][C:7]1[C:8]([CH3:29])=[C:9](B(O)O)[C:10]2[O:14][CH2:13][CH:12]([C:15]3[CH:20]=[CH:19][C:18]([CH:21]([CH3:23])[CH3:22])=[CH:17][CH:16]=3)[C:11]=2[C:24]=1[CH3:25])=[O:5].Br[C:33]1[N:34]=[CH:35][NH:36][CH:37]=1. No catalyst specified. The product is [NH:36]1[CH:37]=[C:33]([C:9]2[C:10]3[O:14][CH2:13][CH:12]([C:15]4[CH:20]=[CH:19][C:18]([CH:21]([CH3:22])[CH3:23])=[CH:17][CH:16]=4)[C:11]=3[C:24]([CH3:25])=[C:7]([NH:6][C:4](=[O:5])[CH2:3][C:2]([CH3:31])([CH3:30])[CH3:1])[C:8]=2[CH3:29])[N:34]=[CH:35]1. The yield is 0.480. (4) The reactants are [CH2:1]([O:8][C:9]1[CH:14]=[C:13](O)[CH:12]=[CH:11][C:10]=1[C:16](=[O:18])[CH3:17])[C:2]1[CH:7]=[CH:6][CH:5]=[CH:4][CH:3]=1.[OH-:19].[Na+].Cl.[OH2:22]. The catalyst is CCO. The product is [CH2:1]([O:8][C:9]1[CH:14]=[CH:13][CH:12]=[C:11]([OH:19])[C:10]=1[C:16](=[O:18])/[CH:17]=[CH:16]/[C:10]1[CH:11]=[CH:12][C:13]([O:22][CH2:1][C:2]2[CH:7]=[CH:6][CH:5]=[CH:4][CH:3]=2)=[CH:14][CH:9]=1)[C:2]1[CH:7]=[CH:6][CH:5]=[CH:4][CH:3]=1. The yield is 0.500. (5) The reactants are [C:1]([O-])([O-])=O.[Na+].[Na+].COC[CH2:10][O:11][C:12]1[CH:13]=N[CH:15]=[C:16](B2OC(C)(C)C(C)(C)O2)[CH:17]=1.Cl[C:28]1[N:36]=[C:35]2[C:31]([N:32]=[CH:33][N:34]2[CH:37]2[CH2:42][CH2:41][N:40]([C:43]([O:45][C:46]([CH3:49])([CH3:48])[CH3:47])=[O:44])[CH2:39][CH2:38]2)=[C:30]([C:50]2[CH2:51][CH2:52][O:53][CH2:54][CH:55]=2)[N:29]=1. The catalyst is C1C=CC([P]([Pd]([P](C2C=CC=CC=2)(C2C=CC=CC=2)C2C=CC=CC=2)([P](C2C=CC=CC=2)(C2C=CC=CC=2)C2C=CC=CC=2)[P](C2C=CC=CC=2)(C2C=CC=CC=2)C2C=CC=CC=2)(C2C=CC=CC=2)C2C=CC=CC=2)=CC=1.C(COC)OC. The product is [O:53]1[CH2:54][CH:55]=[C:50]([C:30]2[N:29]=[C:28]([C:1]3[CH:15]=[CH:16][CH:17]=[C:12]([O:11][CH3:10])[CH:13]=3)[N:36]=[C:35]3[C:31]=2[N:32]=[CH:33][N:34]3[CH:37]2[CH2:42][CH2:41][N:40]([C:43]([O:45][C:46]([CH3:49])([CH3:48])[CH3:47])=[O:44])[CH2:39][CH2:38]2)[CH2:51][CH2:52]1. The yield is 0.250. (6) The catalyst is ClC(Cl)C. The yield is 0.980. The reactants are [C:1]([O:5][C:6]([N:8]1[CH2:14][CH2:13][CH2:12][NH:11][CH2:10][CH2:9]1)=[O:7])([CH3:4])([CH3:3])[CH3:2].[C:15]1(=O)[CH2:18][CH2:17][CH2:16]1.C(O[BH-](OC(=O)C)OC(=O)C)(=O)C.[Na+].[OH-].[Na+]. The product is [C:1]([O:5][C:6]([N:8]1[CH2:14][CH2:13][CH2:12][N:11]([CH:15]2[CH2:18][CH2:17][CH2:16]2)[CH2:10][CH2:9]1)=[O:7])([CH3:4])([CH3:2])[CH3:3]. (7) The reactants are [C:1]([C:5]1[CH:20]=[CH:19][C:8]([C:9]([NH:11][C:12]2[CH:13]=[N:14][CH:15]=[CH:16][C:17]=2[NH2:18])=[O:10])=[CH:7][CH:6]=1)([CH3:4])([CH3:3])[CH3:2].N1C=CC=CC=1.[C:27](Cl)(=[O:36])[C:28]1[CH:33]=[CH:32][C:31]([O:34][CH3:35])=[CH:30][CH:29]=1. The catalyst is C1(C)C=CC=CC=1. The product is [C:1]([C:5]1[CH:20]=[CH:19][C:8]([C:9]([NH:11][C:12]2[CH:13]=[N:14][CH:15]=[CH:16][C:17]=2[NH:18][C:27](=[O:36])[C:28]2[CH:33]=[CH:32][C:31]([O:34][CH3:35])=[CH:30][CH:29]=2)=[O:10])=[CH:7][CH:6]=1)([CH3:4])([CH3:2])[CH3:3]. The yield is 0.130.